Regression. Given two drug SMILES strings and cell line genomic features, predict the synergy score measuring deviation from expected non-interaction effect. From a dataset of NCI-60 drug combinations with 297,098 pairs across 59 cell lines. (1) Drug 1: C1=CC(=CC=C1CC(C(=O)O)N)N(CCCl)CCCl.Cl. Drug 2: CC12CCC3C(C1CCC2OP(=O)(O)O)CCC4=C3C=CC(=C4)OC(=O)N(CCCl)CCCl.[Na+]. Cell line: SK-MEL-28. Synergy scores: CSS=1.23, Synergy_ZIP=-2.09, Synergy_Bliss=-6.62, Synergy_Loewe=-11.4, Synergy_HSA=-9.24. (2) Drug 1: C1=NC2=C(N=C(N=C2N1C3C(C(C(O3)CO)O)F)Cl)N. Drug 2: N.N.Cl[Pt+2]Cl. Synergy scores: CSS=50.7, Synergy_ZIP=3.11, Synergy_Bliss=6.56, Synergy_Loewe=3.45, Synergy_HSA=4.81. Cell line: OVCAR3. (3) Drug 1: C1=CC(=CC=C1CCCC(=O)O)N(CCCl)CCCl. Drug 2: CCC1(CC2CC(C3=C(CCN(C2)C1)C4=CC=CC=C4N3)(C5=C(C=C6C(=C5)C78CCN9C7C(C=CC9)(C(C(C8N6C=O)(C(=O)OC)O)OC(=O)C)CC)OC)C(=O)OC)O.OS(=O)(=O)O. Cell line: NCIH23. Synergy scores: CSS=38.3, Synergy_ZIP=-5.33, Synergy_Bliss=-1.17, Synergy_Loewe=-5.90, Synergy_HSA=-0.400. (4) Drug 1: COC1=NC(=NC2=C1N=CN2C3C(C(C(O3)CO)O)O)N. Drug 2: CCC1=C2CN3C(=CC4=C(C3=O)COC(=O)C4(CC)O)C2=NC5=C1C=C(C=C5)O. Cell line: CCRF-CEM. Synergy scores: CSS=80.2, Synergy_ZIP=3.49, Synergy_Bliss=3.44, Synergy_Loewe=-1.79, Synergy_HSA=5.01.